From a dataset of Peptide-MHC class I binding affinity with 185,985 pairs from IEDB/IMGT. Regression. Given a peptide amino acid sequence and an MHC pseudo amino acid sequence, predict their binding affinity value. This is MHC class I binding data. The peptide sequence is VEYPIIGDEL. The MHC is HLA-B40:02 with pseudo-sequence HLA-B40:02. The binding affinity (normalized) is 0.426.